Predict the product of the given reaction. From a dataset of Forward reaction prediction with 1.9M reactions from USPTO patents (1976-2016). (1) Given the reactants CC1N=C(N2CCN(C3C=CC=CC=3)C2=O)SC=1C(OCC)=O.[Cl:24][C:25]1[CH:51]=[CH:50][C:28]2[S:29][CH:30]=[C:31]([CH2:32][N:33]3[CH2:37][CH2:36][N:35]([C:38]4[S:39][C:40]([C:44]([O:46]CC)=[O:45])=[C:41]([CH3:43])[N:42]=4)[C:34]3=[O:49])[C:27]=2[CH:26]=1, predict the reaction product. The product is: [Cl:24][C:25]1[CH:51]=[CH:50][C:28]2[S:29][CH:30]=[C:31]([CH2:32][N:33]3[CH2:37][CH2:36][N:35]([C:38]4[S:39][C:40]([C:44]([OH:46])=[O:45])=[C:41]([CH3:43])[N:42]=4)[C:34]3=[O:49])[C:27]=2[CH:26]=1. (2) Given the reactants [F:1][C:2]1[CH:3]=[C:4]([CH2:8][C:9]([OH:11])=O)[CH:5]=[CH:6][CH:7]=1.C(Cl)(=O)C(Cl)=O.[NH2:18][C:19](=[N:25]O)[C:20]([O:22][CH2:23][CH3:24])=[O:21].C(N(CC)C(C)C)(C)C, predict the reaction product. The product is: [F:1][C:2]1[CH:3]=[C:4]([CH:5]=[CH:6][CH:7]=1)[CH2:8][C:9]1[O:11][N:25]=[C:19]([C:20]([O:22][CH2:23][CH3:24])=[O:21])[N:18]=1. (3) Given the reactants [CH3:1][C:2]1[CH:7]=[C:6]([O:8][C@@H:9]2[CH2:13][CH2:12][O:11][CH2:10]2)[CH:5]=[C:4]([CH3:14])[C:3]=1[C:15]1[CH:20]=[CH:19][CH:18]=[C:17]([CH2:21][O:22][C:23]2[CH:36]=[CH:35][C:26]3[C@H:27]([CH2:30][C:31]([O:33]C)=[O:32])[CH2:28][O:29][C:25]=3[CH:24]=2)[CH:16]=1.[OH-].[Na+], predict the reaction product. The product is: [CH3:14][C:4]1[CH:5]=[C:6]([O:8][C@@H:9]2[CH2:13][CH2:12][O:11][CH2:10]2)[CH:7]=[C:2]([CH3:1])[C:3]=1[C:15]1[CH:20]=[CH:19][CH:18]=[C:17]([CH2:21][O:22][C:23]2[CH:36]=[CH:35][C:26]3[C@H:27]([CH2:30][C:31]([OH:33])=[O:32])[CH2:28][O:29][C:25]=3[CH:24]=2)[CH:16]=1. (4) Given the reactants Cl[C:2]1[CH:7]=[CH:6][CH:5]=[C:4](Cl)[C:3]=1[C:9]1[N:13]2[C:14]3[CH:15]=[CH:16][CH:17]=[CH:18][C:19]=3[C:20]3[CH:21]=[CH:22][CH:23]=[CH:24][C:25]=3[C:12]2=[N:11][CH:10]=1.[C:26]1(B(O)O)[CH:31]=[CH:30][CH:29]=[CH:28][CH:27]=1.[CH:35]1(P([CH:35]2[CH2:40][CH2:39][CH2:38][CH2:37][CH2:36]2)C2C=CC=CC=2C2C(OC)=CC=CC=2OC)[CH2:40][CH2:39][CH2:38][CH2:37][CH2:36]1.[O-]P([O-])([O-])=O.[K+].[K+].[K+], predict the reaction product. The product is: [C:26]1([C:2]2[CH:7]=[CH:6][CH:5]=[C:4]([C:35]3[CH:40]=[CH:39][CH:38]=[CH:37][CH:36]=3)[C:3]=2[C:9]2[N:13]3[C:14]4[CH:15]=[CH:16][CH:17]=[CH:18][C:19]=4[C:20]4[CH:21]=[CH:22][CH:23]=[CH:24][C:25]=4[C:12]3=[N:11][CH:10]=2)[CH:31]=[CH:30][CH:29]=[CH:28][CH:27]=1.